Dataset: Peptide-MHC class I binding affinity with 185,985 pairs from IEDB/IMGT. Task: Regression. Given a peptide amino acid sequence and an MHC pseudo amino acid sequence, predict their binding affinity value. This is MHC class I binding data. (1) The MHC is HLA-A11:01 with pseudo-sequence HLA-A11:01. The peptide sequence is ASLPTTIAK. The binding affinity (normalized) is 0.855. (2) The peptide sequence is QRSDSSLVDEF. The MHC is H-2-Kb with pseudo-sequence H-2-Kb. The binding affinity (normalized) is 0.0280. (3) The MHC is HLA-A31:01 with pseudo-sequence HLA-A31:01. The peptide sequence is SQVLQQSTY. The binding affinity (normalized) is 0. (4) The peptide sequence is GSLPQEHII. The MHC is Patr-B0101 with pseudo-sequence Patr-B0101. The binding affinity (normalized) is 0.583.